From a dataset of P-glycoprotein inhibition data for predicting drug efflux from Broccatelli et al.. Regression/Classification. Given a drug SMILES string, predict its absorption, distribution, metabolism, or excretion properties. Task type varies by dataset: regression for continuous measurements (e.g., permeability, clearance, half-life) or binary classification for categorical outcomes (e.g., BBB penetration, CYP inhibition). Dataset: pgp_broccatelli. The compound is COc1ccc(-n2c(C(=N)CCC(N)=O)n[nH]c2=S)cc1. The result is 0 (non-inhibitor).